From a dataset of Peptide-MHC class I binding affinity with 185,985 pairs from IEDB/IMGT. Regression. Given a peptide amino acid sequence and an MHC pseudo amino acid sequence, predict their binding affinity value. This is MHC class I binding data. (1) The peptide sequence is ARYAAAAAL. The MHC is HLA-B14:01 with pseudo-sequence HLA-B14:02. The binding affinity (normalized) is 0.164. (2) The peptide sequence is RLRPGGKKKY. The MHC is HLA-A31:01 with pseudo-sequence HLA-A31:01. The binding affinity (normalized) is 0.153.